The task is: Predict the reaction yield, written as a fraction of the theoretical maximum amount of product (1.0 means a 100% yield; for example, 0.34 means a 34% yield).. This data is from Reaction yield outcomes from USPTO patents with 853,638 reactions. The reactants are [CH:1]1[CH:6]=[C:5]2[C:7]([C:9]([OH:13])(O)[C:10](=[O:11])[C:4]2=[CH:3][CH:2]=1)=[O:8].[OH:14][C:15]1[CH:16]=[C:17]([C:21](=[O:23])[CH3:22])[CH:18]=[CH:19][CH:20]=1. The catalyst is C(O)(=O)C.C(Cl)Cl. The product is [C:21]([C:17]1[CH:18]=[CH:19][C:20]([C:9]2([OH:13])[C:10](=[O:11])[C:4]3[C:5](=[CH:6][CH:1]=[CH:2][CH:3]=3)[C:7]2=[O:8])=[C:15]([OH:14])[CH:16]=1)(=[O:23])[CH3:22]. The yield is 0.790.